This data is from Full USPTO retrosynthesis dataset with 1.9M reactions from patents (1976-2016). The task is: Predict the reactants needed to synthesize the given product. Given the product [F:31][C:18]1([F:17])[CH:23]([C:24]2[CH:29]=[CH:28][C:27]([OH:30])=[CH:26][CH:25]=2)[CH2:22][CH2:21][N:20]([CH:2]2[CH2:6][CH2:5][N:4]([C@H:7]([C:9]3[CH:14]=[CH:13][C:12]([F:15])=[CH:11][CH:10]=3)[CH3:8])[C:3]2=[O:16])[CH2:19]1, predict the reactants needed to synthesize it. The reactants are: Br[CH:2]1[CH2:6][CH2:5][N:4]([C@H:7]([C:9]2[CH:14]=[CH:13][C:12]([F:15])=[CH:11][CH:10]=2)[CH3:8])[C:3]1=[O:16].[F:17][C:18]1([F:31])[CH:23]([C:24]2[CH:29]=[CH:28][C:27]([OH:30])=[CH:26][CH:25]=2)[CH2:22][CH2:21][NH:20][CH2:19]1.C(N(CC)CC)C.